Dataset: Full USPTO retrosynthesis dataset with 1.9M reactions from patents (1976-2016). Task: Predict the reactants needed to synthesize the given product. (1) Given the product [Cl:30][C:24]1[CH:25]=[C:26]([Cl:29])[CH:27]=[CH:28][C:23]=1[C:11]1[C:12](=[O:22])[O:13][C:14]2[C:19]([C:10]=1[CH2:9][C:8]1[CH:31]=[CH:32][C:5]([O:4][CH2:3][CH2:2][N:33]3[CH2:37][CH2:36][CH2:35][CH2:34]3)=[CH:6][CH:7]=1)=[CH:18][CH:17]=[C:16]([OH:20])[C:15]=2[I:21], predict the reactants needed to synthesize it. The reactants are: Br[CH2:2][CH2:3][O:4][C:5]1[CH:32]=[CH:31][C:8]([CH2:9][C:10]2[C:19]3[C:14](=[C:15]([I:21])[C:16]([OH:20])=[CH:17][CH:18]=3)[O:13][C:12](=[O:22])[C:11]=2[C:23]2[CH:28]=[CH:27][C:26]([Cl:29])=[CH:25][C:24]=2[Cl:30])=[CH:7][CH:6]=1.[NH:33]1[CH2:37][CH2:36][CH2:35][CH2:34]1. (2) Given the product [CH3:28][O:27][C:24]1[CH:23]=[CH:22][C:21]([C:18]2[S:17][C:16]([C:29](=[O:30])[CH2:35][CH3:36])=[C:15]([C:12]3[CH:13]=[CH:14][C:9]([S:6]([NH2:5])(=[O:8])=[O:7])=[CH:10][CH:11]=3)[C:19]=2[CH3:20])=[CH:26][CH:25]=1, predict the reactants needed to synthesize it. The reactants are: CN(C=[N:5][S:6]([C:9]1[CH:14]=[CH:13][C:12]([C:15]2[C:19]([CH3:20])=[C:18]([C:21]3[CH:26]=[CH:25][C:24]([O:27][CH3:28])=[CH:23][CH:22]=3)[S:17][C:16]=2[C:29](N(OC)C)=[O:30])=[CH:11][CH:10]=1)(=[O:8])=[O:7])C.[CH2:35]1COC[CH2:36]1. (3) Given the product [C:1]([O:5][C:6](=[O:22])[CH:7]([N:8]=[C:9]([C:10]1[CH:11]=[CH:12][CH:13]=[CH:14][CH:15]=1)[C:16]1[CH:17]=[CH:18][CH:19]=[CH:20][CH:21]=1)[CH2:46][C:47]1[CH:52]=[C:51]([O:53][CH3:54])[CH:50]=[CH:49][C:48]=1[F:55])([CH3:4])([CH3:2])[CH3:3], predict the reactants needed to synthesize it. The reactants are: [C:1]([O:5][C:6](=[O:22])[CH2:7][N:8]=[C:9]([C:16]1[CH:21]=[CH:20][CH:19]=[CH:18][CH:17]=1)[C:10]1[CH:15]=[CH:14][CH:13]=[CH:12][CH:11]=1)([CH3:4])([CH3:3])[CH3:2].C1COCC1.CN1C(=O)N(C)CCC1.[Li+].CC([N-]C(C)C)C.Br[CH2:46][C:47]1[CH:52]=[C:51]([O:53][CH3:54])[CH:50]=[CH:49][C:48]=1[F:55]. (4) The reactants are: Cl.[NH2:2][C@H:3]([C:14]([O:16][CH3:17])=[O:15])[CH2:4][C:5]1[C:13]2[C:8](=[CH:9][CH:10]=[CH:11][CH:12]=2)[NH:7][CH:6]=1.C(N(CC)CC)C.[F:25][C:26]1[CH:36]=[CH:35][CH:34]=[CH:33][C:27]=1[CH:28]=[CH:29][C:30](O)=[O:31].CCN=C=NCCCN(C)C.Cl. Given the product [F:25][C:26]1[CH:36]=[CH:35][CH:34]=[CH:33][C:27]=1[CH:28]=[CH:29][C:30]([NH:2][C@H:3]([C:14]([O:16][CH3:17])=[O:15])[CH2:4][C:5]1[C:13]2[C:8](=[CH:9][CH:10]=[CH:11][CH:12]=2)[NH:7][CH:6]=1)=[O:31], predict the reactants needed to synthesize it.